Dataset: Catalyst prediction with 721,799 reactions and 888 catalyst types from USPTO. Task: Predict which catalyst facilitates the given reaction. (1) Reactant: [OH:1][C:2]1[CH:7]=[CH:6][CH:5]=[CH:4][C:3]=1[C:8]1[N:9]([CH2:20][CH2:21][C:22]2[CH:27]=[CH:26][CH:25]=[CH:24][CH:23]=2)[C:10](=[O:19])[C:11]2[CH2:18][CH2:17][O:16][CH2:15][CH2:14][C:12]=2[N:13]=1.[H-].[Li+].[Br-].[Li+].Br[CH2:33]CC1C=CC=CC=1. Product: [CH3:33][O:1][C:2]1[CH:7]=[CH:6][CH:5]=[CH:4][C:3]=1[C:8]1[N:9]([CH2:20][CH2:21][C:22]2[CH:23]=[CH:24][CH:25]=[CH:26][CH:27]=2)[C:10](=[O:19])[C:11]2[CH2:18][CH2:17][O:16][CH2:15][CH2:14][C:12]=2[N:13]=1. The catalyst class is: 3. (2) Reactant: [H-].[H-].[H-].[H-].[Li+].[Al+3].Cl.[NH:8]1[CH2:13][CH2:12][CH2:11][CH2:10][CH:9]1[C:14]1[CH:23]=[CH:22][C:17]([C:18](OC)=[O:19])=[CH:16][CH:15]=1. Product: [NH:8]1[CH2:13][CH2:12][CH2:11][CH2:10][CH:9]1[C:14]1[CH:23]=[CH:22][C:17]([CH2:18][OH:19])=[CH:16][CH:15]=1. The catalyst class is: 1. (3) Reactant: [NH2:1][C@H:2]([C:6]([OH:8])=[O:7])[C@H:3]([CH3:5])[OH:4].C([O-])(O)=O.[Na+].O.[CH3:15][C:16]([O:19][C:20](O[C:20]([O:19][C:16]([CH3:18])([CH3:17])[CH3:15])=[O:21])=[O:21])([CH3:18])[CH3:17]. Product: [C:20]([NH:1][C@H:2]([C:6]([OH:8])=[O:7])[C@H:3]([CH3:5])[OH:4])([O:19][C:16]([CH3:18])([CH3:17])[CH3:15])=[O:21]. The catalyst class is: 5. (4) Reactant: [F:1][C:2]([F:21])([F:20])[C:3]1[CH:8]=[CH:7][C:6]([C:9]2[CH:14]=[C:13]([CH2:15][C:16]([O:18][CH3:19])=[O:17])[CH:12]=[CH:11][N:10]=2)=[CH:5][CH:4]=1.[ClH:22]. Product: [ClH:22].[F:20][C:2]([F:1])([F:21])[C:3]1[CH:4]=[CH:5][C:6]([CH:9]2[CH2:14][CH:13]([CH2:15][C:16]([O:18][CH3:19])=[O:17])[CH2:12][CH2:11][NH:10]2)=[CH:7][CH:8]=1. The catalyst class is: 458. (5) Reactant: [CH2:1]([C:4]1[C:5]([OH:14])=[C:6]([C:11](=O)[CH3:12])[CH:7]=[C:8]([OH:10])[CH:9]=1)[CH:2]=[CH2:3].[Cl-].[OH:16][NH3+:17].C([O-])(=O)C.[Na+]. Product: [CH2:1]([C:4]1[C:5]([OH:14])=[C:6]([C:11](=[N:17][OH:16])[CH3:12])[CH:7]=[C:8]([OH:10])[CH:9]=1)[CH:2]=[CH2:3]. The catalyst class is: 40. (6) Reactant: [N+:1]([C:4]1[CH:22]=[CH:21][C:7]2[N:8]=[C:9]([S:11][CH2:12][C:13]3[N:17]([CH2:18][CH2:19][CH3:20])[CH:16]=[N:15][CH:14]=3)[NH:10][C:6]=2[CH:5]=1)([O-])=O.[Cl-].[Ca+2].[Cl-]. Product: [CH2:18]([N:17]1[C:13]([CH2:12][S:11][C:9]2[NH:10][C:6]3[CH:5]=[C:4]([NH2:1])[CH:22]=[CH:21][C:7]=3[N:8]=2)=[CH:14][N:15]=[CH:16]1)[CH2:19][CH3:20]. The catalyst class is: 8.